From a dataset of Reaction yield outcomes from USPTO patents with 853,638 reactions. Predict the reaction yield, written as a fraction of the theoretical maximum amount of product (1.0 means a 100% yield; for example, 0.34 means a 34% yield). (1) The reactants are [C:1]([O-])([O-])=O.[K+].[K+].[Br:7][C:8]1[CH:9]=[C:10]([CH:12]=[CH:13][CH:14]=1)[NH2:11].[CH2:15](Br)[CH:16]=[CH2:17].[C:19](#N)[CH3:20]. No catalyst specified. The product is [Br:7][C:8]1[CH:9]=[C:10]([CH:12]=[CH:13][CH:14]=1)[N:11]([CH2:1][CH:19]=[CH2:20])[CH2:15][CH:16]=[CH2:17]. The yield is 0.850. (2) The reactants are N1C(Cl)=NC(Cl)=NC=1[Cl:3].O[CH2:11][C:12]1[CH:13]=[CH:14][C:15]2[C:28]3[CH2:27][C:26]4[C:21](=[CH:22][C:23](=[O:29])[CH2:24][CH:25]=4)[S:20][C:19]=3[CH:18]=[CH:17][C:16]=2[N:30]=1. The catalyst is CN(C=O)C.C(Cl)Cl. The product is [Cl:3][CH2:11][C:12]1[CH:13]=[CH:14][C:15]2[C:28]3[CH2:27][C:26]4[C:21](=[CH:22][C:23](=[O:29])[CH2:24][CH:25]=4)[S:20][C:19]=3[CH:18]=[CH:17][C:16]=2[N:30]=1. The yield is 0.820. (3) The reactants are [CH3:1]CN(C(C)C)C(C)C.I[C:11]1[CH:19]=[CH:18][C:14]([C:15]([OH:17])=[O:16])=[CH:13][CH:12]=1.[CH:20]1[CH:25]=NC2N(O)N=N[C:22]=2[CH:21]=1.[CH2:30]([Cl:33])[CH2:31]Cl.CC(OC([NH:41][CH2:42][C@H:43](N)[C:44](OC)=O)=O)(C)C. The yield is 0.930. The product is [CH3:1][O:17][C:15](=[O:16])[C:14]1[CH:18]=[CH:19][C:11]([C:25]#[C:20][C:21]#[C:22][C:43]2[CH:42]=[N:41][C:30]([Cl:33])=[CH:31][CH:44]=2)=[CH:12][CH:13]=1. The catalyst is CN(C=O)C.CCOC(C)=O.CCCCCC. (4) The reactants are [CH2:1]([O:5][C:6]([CH:8]1[CH2:13][CH2:12][CH:11]=[CH:10][CH:9]1OC(=O)C)=[O:7])[CH2:2][CH2:3][CH3:4].CC(C)([O-])C.[K+].O. The catalyst is O1CCCC1. The product is [CH2:1]([O:5][C:6]([C:8]1[CH2:13][CH2:12][CH:11]=[CH:10][CH:9]=1)=[O:7])[CH2:2][CH2:3][CH3:4]. The yield is 0.860. (5) The reactants are [Cl:1][C:2]1[CH:3]=[C:4]2[C:13](=[C:14]3[C:19]=1[CH:18]=[CH:17][CH:16]=[N:15]3)[NH:12][S:11](=[O:21])(=[O:20])[C:10]1[C:5]2=[CH:6][C:7]([C:22]([OH:24])=[O:23])=[CH:8][CH:9]=1.[C:25]([N:32]1[CH2:37][CH2:36][CH:35](O)[CH2:34][CH2:33]1)([O:27][C:28]([CH3:31])([CH3:30])[CH3:29])=[O:26].CCN=C=NCCCN(C)C.Cl.C1C=CC2N(O)N=NC=2C=1. The catalyst is CN(C=O)C. The product is [C:28]([O:27][C:25]([N:32]1[CH2:37][CH2:36][CH:35]([O:23][C:22]([C:7]2[CH:6]=[C:5]3[C:10]([S:11](=[O:21])(=[O:20])[NH:12][C:13]4[C:4]3=[CH:3][C:2]([Cl:1])=[C:19]3[C:14]=4[N:15]=[CH:16][CH:17]=[CH:18]3)=[CH:9][CH:8]=2)=[O:24])[CH2:34][CH2:33]1)=[O:26])([CH3:31])([CH3:29])[CH3:30]. The yield is 0.460. (6) The yield is 0.600. The product is [Cl:20][C:11]1[CH:12]=[C:13]([CH:14]2[CH2:15][CH2:16][CH2:17][CH2:18][CH2:19]2)[C:7]2[O:6][CH:5]([CH2:4][NH2:1])[CH2:9][C:8]=2[CH:10]=1. The catalyst is [Pt]. The reactants are [N:1]([CH2:4][CH:5]1[CH2:9][C:8]2[CH:10]=[C:11]([Cl:20])[CH:12]=[C:13]([CH:14]3[CH2:19][CH2:18][CH2:17][CH2:16][CH2:15]3)[C:7]=2[O:6]1)=[N+]=[N-].